Dataset: Forward reaction prediction with 1.9M reactions from USPTO patents (1976-2016). Task: Predict the product of the given reaction. (1) Given the reactants [C:1]1([S:7]([N:10]2[C:18]3[C:13](=[N:14][C:15]([Cl:20])=[C:16](Br)[CH:17]=3)[CH:12]=[CH:11]2)(=[O:9])=[O:8])[CH:6]=[CH:5][CH:4]=[CH:3][CH:2]=1.C(=O)([O-])[O-].[Na+].[Na+].[C:27]([C:29]1[CH:34]=[CH:33][C:32](B(O)O)=[CH:31][CH:30]=1)#[N:28], predict the reaction product. The product is: [C:1]1([S:7]([N:10]2[C:18]3[C:13](=[N:14][C:15]([Cl:20])=[C:16]([C:32]4[CH:33]=[CH:34][C:29]([C:27]#[N:28])=[CH:30][CH:31]=4)[CH:17]=3)[CH:12]=[CH:11]2)(=[O:9])=[O:8])[CH:6]=[CH:5][CH:4]=[CH:3][CH:2]=1. (2) Given the reactants [CH3:1][O:2][C:3](=[O:14])[CH2:4][CH2:5][C:6]1[CH:11]=[CH:10][C:9]([OH:12])=[CH:8][C:7]=1[CH3:13].[Br:15][C:16]1[CH:21]=[CH:20][C:19]([C:22]2[O:23][C:24]([CH:30](O)[CH3:31])=[C:25]([CH:27]([CH3:29])[CH3:28])[N:26]=2)=[CH:18][CH:17]=1.C(P(CCCC)CCCC)CCC.N(C(N1CCCCC1)=O)=NC(N1CCCCC1)=O, predict the reaction product. The product is: [CH3:1][O:2][C:3](=[O:14])[CH2:4][CH2:5][C:6]1[CH:11]=[CH:10][C:9]([O:12][CH:30]([C:24]2[O:23][C:22]([C:19]3[CH:20]=[CH:21][C:16]([Br:15])=[CH:17][CH:18]=3)=[N:26][C:25]=2[CH:27]([CH3:28])[CH3:29])[CH3:31])=[CH:8][C:7]=1[CH3:13]. (3) Given the reactants S(Cl)(Cl)=O.[N+:5]([C:8]1[C:16]([N+:17]([O-:19])=[O:18])=[CH:15][C:11]([C:12]([OH:14])=[O:13])=[C:10]([O:20][CH2:21][CH3:22])[CH:9]=1)([O-:7])=[O:6].[CH3:23]O, predict the reaction product. The product is: [CH3:23][O:13][C:12](=[O:14])[C:11]1[CH:15]=[C:16]([N+:17]([O-:19])=[O:18])[C:8]([N+:5]([O-:7])=[O:6])=[CH:9][C:10]=1[O:20][CH2:21][CH3:22]. (4) Given the reactants [Cl:1][C:2]1[S:6][C:5]([S:7](Cl)(=[O:9])=[O:8])=[CH:4][C:3]=1[N+:11]([O-:13])=[O:12].C(=O)([O-])[O-:15].[Ag+2:18].CCCCCC.C(OCC)(=O)C, predict the reaction product. The product is: [Cl:1][C:2]1[S:6][C:5]([S:7]([O-:15])(=[O:9])=[O:8])=[CH:4][C:3]=1[N+:11]([O-:13])=[O:12].[Ag+:18]. (5) The product is: [NH:2]1[C:1]2[C:9](=[CH:8][CH:7]=[CH:6][CH:5]=2)[CH2:4][CH:3]1[CH2:24][C:26]1[CH:27]=[CH:28][C:29]([C:32]2[CH:36]=[C:35]([C:37]([NH2:39])=[O:38])[O:34][N:33]=2)=[CH:30][CH:31]=1. Given the reactants [CH2:1]1[C:9]2[C:4](=[CH:5][CH:6]=[CH:7][CH:8]=2)[CH2:3][NH:2]1.[BH-](OC(C)=O)(OC(C)=O)OC(C)=O.[Na+].[CH:24]([C:26]1[CH:31]=[CH:30][C:29]([C:32]2[CH:36]=[C:35]([C:37]([NH2:39])=[O:38])[O:34][N:33]=2)=[CH:28][CH:27]=1)=O.C([O-])([O-])=O.[Na+].[Na+], predict the reaction product. (6) Given the reactants Cl.[CH:2]1([CH2:5][O:6][C:7]2[CH:12]=[CH:11][C:10]([CH2:13][CH3:14])=[CH:9][C:8]=2[C:15]2[C:16]3[NH:23][C:22]([CH3:24])=[C:21]([C:25]([NH:27][CH:28]4[CH2:33][CH2:32][NH:31][CH2:30][CH2:29]4)=[O:26])[C:17]=3[N:18]=[CH:19][N:20]=2)[CH2:4][CH2:3]1.[CH3:34][O:35][CH2:36][C:37](Cl)=[O:38], predict the reaction product. The product is: [CH:2]1([CH2:5][O:6][C:7]2[CH:12]=[CH:11][C:10]([CH2:13][CH3:14])=[CH:9][C:8]=2[C:15]2[C:16]3[NH:23][C:22]([CH3:24])=[C:21]([C:25]([NH:27][CH:28]4[CH2:29][CH2:30][N:31]([C:37](=[O:38])[CH2:36][O:35][CH3:34])[CH2:32][CH2:33]4)=[O:26])[C:17]=3[N:18]=[CH:19][N:20]=2)[CH2:4][CH2:3]1.